This data is from Full USPTO retrosynthesis dataset with 1.9M reactions from patents (1976-2016). The task is: Predict the reactants needed to synthesize the given product. Given the product [Cl:27][C:28]1[CH:29]=[C:30]([C:34]2[CH:35]=[CH:36][C:37]3[N:43]([CH2:44][CH3:45])[CH2:42][CH2:41][CH2:40][N:39]([C:16]([NH:7][C:3]4[CH:2]=[N:1][CH:6]=[CH:5][CH:4]=4)=[O:18])[C:38]=3[N:46]=2)[CH:31]=[CH:32][CH:33]=1, predict the reactants needed to synthesize it. The reactants are: [N:1]1[CH:6]=[CH:5][CH:4]=[C:3]([NH2:7])[CH:2]=1.C(N(CC)CC)C.Cl[C:16](Cl)([O:18]C(=O)OC(Cl)(Cl)Cl)Cl.[Cl:27][C:28]1[CH:29]=[C:30]([C:34]2[CH:35]=[CH:36][C:37]3[N:43]([CH2:44][CH3:45])[CH2:42][CH2:41][CH2:40][NH:39][C:38]=3[N:46]=2)[CH:31]=[CH:32][CH:33]=1.C(=O)(O)[O-].[Na+].